From a dataset of Full USPTO retrosynthesis dataset with 1.9M reactions from patents (1976-2016). Predict the reactants needed to synthesize the given product. (1) Given the product [O:21]=[C:20]1[N:8]([CH2:9][C:10]([O:12][CH2:13][CH3:14])=[O:11])[C:3]2=[N:4][CH:5]=[CH:6][CH:7]=[C:2]2[NH:1]1, predict the reactants needed to synthesize it. The reactants are: [NH2:1][C:2]1[C:3]([NH:8][CH2:9][C:10]([O:12][CH2:13][CH3:14])=[O:11])=[N:4][CH:5]=[CH:6][CH:7]=1.C1N=CN([C:20](N2C=NC=C2)=[O:21])C=1. (2) Given the product [Cl:3][C:4]1[CH:5]=[C:6]([C:11](=[O:13])[CH2:12][CH:18]([OH:19])[C:17]2[CH:20]=[CH:21][C:22]([N+:23]([O-:25])=[O:24])=[C:15]([OH:14])[CH:16]=2)[CH:7]=[CH:8][C:9]=1[Cl:10], predict the reactants needed to synthesize it. The reactants are: [OH-].[Na+].[Cl:3][C:4]1[CH:5]=[C:6]([C:11](=[O:13])[CH3:12])[CH:7]=[CH:8][C:9]=1[Cl:10].[OH:14][C:15]1[CH:16]=[C:17]([CH:20]=[CH:21][C:22]=1[N+:23]([O-:25])=[O:24])[CH:18]=[O:19].Cl. (3) Given the product [OH:8][CH2:9][C:10]1[CH:11]=[C:12]([N:16]2[C:20]([NH:21][C:41]([NH:40][C:37]3[CH:38]=[CH:39][C:34]([F:33])=[C:35]([F:44])[C:36]=3[F:43])=[O:42])=[CH:19][C:18]([C:22]3[S:23][CH:24]=[CH:25][CH:26]=3)=[N:17]2)[CH:13]=[CH:14][CH:15]=1, predict the reactants needed to synthesize it. The reactants are: [Si]([O:8][CH2:9][C:10]1[CH:11]=[C:12]([N:16]2[C:20]([NH2:21])=[CH:19][C:18]([C:22]3[S:23][CH:24]=[CH:25][CH:26]=3)=[N:17]2)[CH:13]=[CH:14][CH:15]=1)(C(C)(C)C)(C)C.N1C=CC=CC=1.[F:33][C:34]1[CH:39]=[CH:38][C:37]([N:40]=[C:41]=[O:42])=[C:36]([F:43])[C:35]=1[F:44].CCCC[N+](CCCC)(CCCC)CCCC.[F-]. (4) Given the product [C:21]([O:25][C:26]([N:28]1[CH2:33][CH2:32][N:31]([C:34]2[CH:39]=[CH:38][C:37]([C:2]3[CH:3]=[CH:4][C:5]([Cl:20])=[C:6]([N:8]4[CH2:18][C@@H:17]([CH3:19])[CH2:16][C@H:9]4[C:10]([NH:12][CH2:13][C:14]#[N:15])=[O:11])[CH:7]=3)=[CH:36][CH:35]=2)[CH2:30][CH2:29]1)=[O:27])([CH3:24])([CH3:22])[CH3:23], predict the reactants needed to synthesize it. The reactants are: Br[C:2]1[CH:3]=[CH:4][C:5]([Cl:20])=[C:6]([N:8]2[CH2:18][C@@H:17]([CH3:19])[CH2:16][C@H:9]2[C:10]([NH:12][CH2:13][C:14]#[N:15])=[O:11])[CH:7]=1.[C:21]([O:25][C:26]([N:28]1[CH2:33][CH2:32][N:31]([C:34]2[CH:39]=[CH:38][C:37](B(O)O)=[CH:36][CH:35]=2)[CH2:30][CH2:29]1)=[O:27])([CH3:24])([CH3:23])[CH3:22].C(=O)([O-])[O-].[Na+].[Na+].O. (5) Given the product [CH2:25]([NH:17][C:14]1[N:13]=[CH:12][C:11]2[CH2:10][CH2:9][C:8]3[N:28]=[C:5]([NH:4][C:1](=[O:3])[CH3:2])[S:6][C:7]=3[C:16]=2[N:15]=1)[C:26]#[CH:27], predict the reactants needed to synthesize it. The reactants are: [C:1]([NH:4][C:5]1[S:6][C:7]2[C:16]3[N:15]=[C:14]([N:17]([CH2:25][C:26]#[CH:27])C(=O)OC(C)(C)C)[N:13]=[CH:12][C:11]=3[CH2:10][CH2:9][C:8]=2[N:28]=1)(=[O:3])[CH3:2]. (6) Given the product [I:29][C:30]1[CH:31]=[C:32]2[C:36](=[CH:37][CH:38]=1)[NH:35][C:34]([C:48]([NH2:63])=[O:50])=[C:33]2[S:53]([NH:7][CH:8]1[CH2:9][CH2:10]1)(=[O:54])=[O:55], predict the reactants needed to synthesize it. The reactants are: ClC1C=C2[C:8](=[CH:9][CH:10]=1)[N:7](S(C1C=CC=CC=1)(=O)=O)C(C(OCC)=O)=C2S(Cl)(=O)=O.[I:29][C:30]1[CH:31]=[C:32]2[C:36](=[CH:37][CH:38]=1)[N:35](S(C1C=CC=CC=1)(=O)=O)[C:34]([C:48]([O:50]CC)=O)=[C:33]2[S:53](Cl)(=[O:55])=[O:54].Cl.CN.C1([NH2:63])CC1. (7) Given the product [CH3:6][C:7]1[N:8]=[C:9]([NH2:19])[S:10][C:11]=1[C:12]1[CH:17]=[CH:16][N:15]=[C:14]([CH3:18])[N:13]=1, predict the reactants needed to synthesize it. The reactants are: C[Si](Cl)(C)C.[CH3:6][C:7]1[N:8]=[C:9]([NH:19]C(=O)C)[S:10][C:11]=1[C:12]1[CH:17]=[CH:16][N:15]=[C:14]([CH3:18])[N:13]=1.Cl. (8) Given the product [C:106]([O-:109])(=[O:108])[CH3:107].[NH4+:1].[F:95][C:93]([F:94])([F:96])[C:91]1[CH:90]=[C:39]([CH:38]=[C:37]([C:36]([F:35])([F:98])[F:97])[CH:92]=1)[C:40]([N:42]1[CH2:46][C@@:45]([CH2:54][CH2:55][N:56]2[CH2:57][CH2:58][C:59]3([C:69]4[C:64](=[CH:65][CH:66]=[CH:67][CH:68]=4)[CH2:63][C@@H:62]3[O:70][CH2:71][C:72]([N:74]([CH3:89])[CH2:75][CH2:76][CH2:77][N:78]([CH3:88])[C:79]([C:81]3[S:82][C:83]([CH2:86][NH:1][CH2:2][CH2:3][CH2:4][CH2:5][CH2:6][C:7]([N:9]([CH3:34])[CH2:10][CH2:11][N:12]4[CH2:13][CH2:14][CH:15]([N:18]([C:22]5[CH:27]=[CH:26][CH:25]=[CH:24][C:23]=5[C:28]5[CH:29]=[CH:30][CH:31]=[CH:32][CH:33]=5)[C:19](=[O:20])[O-:21])[CH2:16][CH2:17]4)=[O:8])=[CH:84][CH:85]=3)=[O:80])=[O:73])[CH2:60][CH2:61]2)([C:47]2[CH:48]=[CH:49][C:50]([F:53])=[CH:51][CH:52]=2)[O:44][CH2:43]1)=[O:41], predict the reactants needed to synthesize it. The reactants are: [NH2:1][CH2:2][CH2:3][CH2:4][CH2:5][CH2:6][C:7]([N:9]([CH3:34])[CH2:10][CH2:11][N:12]1[CH2:17][CH2:16][CH:15]([N:18]([C:22]2[CH:27]=[CH:26][CH:25]=[CH:24][C:23]=2[C:28]2[CH:33]=[CH:32][CH:31]=[CH:30][CH:29]=2)[C:19](=[O:21])[O-:20])[CH2:14][CH2:13]1)=[O:8].[F:35][C:36]([F:98])([F:97])[C:37]1[CH:38]=[C:39]([CH:90]=[C:91]([C:93]([F:96])([F:95])[F:94])[CH:92]=1)[C:40]([N:42]1[CH2:46][C@@:45]([CH2:54][CH2:55][N:56]2[CH2:61][CH2:60][C:59]3([C:69]4[C:64](=[CH:65][CH:66]=[CH:67][CH:68]=4)[CH2:63][C@@H:62]3[O:70][CH2:71][C:72]([N:74]([CH3:89])[CH2:75][CH2:76][CH2:77][N:78]([CH3:88])[C:79]([C:81]3[S:82][C:83]([CH:86]=O)=[CH:84][CH:85]=3)=[O:80])=[O:73])[CH2:58][CH2:57]2)([C:47]2[CH:52]=[CH:51][C:50]([F:53])=[CH:49][CH:48]=2)[O:44][CH2:43]1)=[O:41].C1(C)C=CC=CC=1.[C:106]([O:109][BH-](OC(=O)C)OC(=O)C)(=[O:108])[CH3:107].[Na+].